From a dataset of Forward reaction prediction with 1.9M reactions from USPTO patents (1976-2016). Predict the product of the given reaction. (1) Given the reactants C(OC([N:8]1[CH2:13][CH2:12][N:11]([CH2:14][C:15]#[C:16][C:17]2[CH:22]=[CH:21][CH:20]=[C:19]([Cl:23])[CH:18]=2)[CH2:10][CH2:9]1)=O)(C)(C)C.FC(F)(F)C(O)=O.O.C(=O)(O)[O-].[Na+], predict the reaction product. The product is: [Cl:23][C:19]1[CH:18]=[C:17]([C:16]#[C:15][CH2:14][N:11]2[CH2:10][CH2:9][NH:8][CH2:13][CH2:12]2)[CH:22]=[CH:21][CH:20]=1. (2) The product is: [NH2:1][C:2]1[S:3][C:4]([C:17]2[CH:22]=[CH:21][CH:20]=[C:19]([F:23])[CH:18]=2)=[C:5]([C:7]([N:9]2[C@H:14]([CH2:15][NH:16][C:30]([C:28]3[N:29]=[C:25]([CH3:24])[O:26][C:27]=3[CH3:33])=[O:31])[CH2:13][C@H:12]3[C@@H:10]2[CH2:11]3)=[O:8])[N:6]=1. Given the reactants [NH2:1][C:2]1[S:3][C:4]([C:17]2[CH:22]=[CH:21][CH:20]=[C:19]([F:23])[CH:18]=2)=[C:5]([C:7]([N:9]2[C@H:14]([CH2:15][NH2:16])[CH2:13][C@H:12]3[C@@H:10]2[CH2:11]3)=[O:8])[N:6]=1.[CH3:24][C:25]1[O:26][C:27]([CH3:33])=[C:28]([C:30](O)=[O:31])[N:29]=1, predict the reaction product.